Dataset: Catalyst prediction with 721,799 reactions and 888 catalyst types from USPTO. Task: Predict which catalyst facilitates the given reaction. (1) Reactant: [Br:1][C:2]1[CH:3]=[C:4]([CH:8]=[CH:9][C:10]=1[F:11])[C:5](O)=[O:6].C1N=CN(C(N2C=NC=C2)=O)C=1.[CH3:24][O:25][NH:26][CH3:27]. Product: [Br:1][C:2]1[CH:3]=[C:4]([CH:8]=[CH:9][C:10]=1[F:11])[C:5]([N:26]([O:25][CH3:24])[CH3:27])=[O:6]. The catalyst class is: 2. (2) Reactant: [Si]([O:8][CH2:9][C:10]1[CH:11]=[C:12]([CH:17]=[CH:18][C:19]=1[C:20]1[C:25](F)=[CH:24][N:23]=[CH:22][N:21]=1)[C:13]([O:15][CH3:16])=[O:14])(C(C)(C)C)(C)C.CCCC[N+](CCCC)(CCCC)CCCC.[F-]. Product: [N:21]1[C:20]2[C:19]3[CH:18]=[CH:17][C:12]([C:13]([O:15][CH3:16])=[O:14])=[CH:11][C:10]=3[CH2:9][O:8][C:25]=2[CH:24]=[N:23][CH:22]=1. The catalyst class is: 1. (3) Reactant: Br[Mg][C:3]1[CH:8]=[CH:7][C:6]([O:9][C:10]([F:13])([F:12])[F:11])=[CH:5][CH:4]=1.[F:14][C:15]1[CH:20]=[CH:19][C:18]([C:21]2[C:30]([CH:31]=[O:32])=[C:29]([CH:33]([CH3:35])[CH3:34])[CH:28]=[C:27]3[C:22]=2[C:23](=[O:38])[CH2:24][C:25]([CH3:37])([CH3:36])[O:26]3)=[CH:17][CH:16]=1.FC1C=CC(C2C(C=O)=C(CCC)C=C3C=2C(=O)CC(C)(C)O3)=CC=1.C(=O)(O)[O-].[Na+]. Product: [F:14][C:15]1[CH:20]=[CH:19][C:18]([C:21]2[C:30]([CH:31]([OH:32])[C:3]3[CH:8]=[CH:7][C:6]([O:9][C:10]([F:13])([F:12])[F:11])=[CH:5][CH:4]=3)=[C:29]([CH:33]([CH3:34])[CH3:35])[CH:28]=[C:27]3[C:22]=2[C:23](=[O:38])[CH2:24][C:25]([CH3:36])([CH3:37])[O:26]3)=[CH:17][CH:16]=1. The catalyst class is: 7. (4) Reactant: [NH:1]1[C:9]2[C:4](=[CH:5][CH:6]=[CH:7][CH:8]=2)[C:3]([CH2:10][CH2:11][CH2:12][C:13]([OH:15])=O)=[CH:2]1.C(N1C=CN=C1)(N1C=CN=C1)=O.[Cl:28][C:29]1[CH:30]=[C:31]2[C:40](=[CH:41][CH:42]=1)[C:39]([NH:43][CH2:44][CH2:45][CH2:46][CH2:47][CH2:48][NH2:49])=[C:38]1[C:33]([CH2:34][CH2:35][CH2:36][CH2:37]1)=[N:32]2. Product: [Cl:28][C:29]1[CH:30]=[C:31]2[C:40](=[CH:41][CH:42]=1)[C:39]([NH:43][CH2:44][CH2:45][CH2:46][CH2:47][CH2:48][NH:49][C:13](=[O:15])[CH2:12][CH2:11][CH2:10][C:3]1[C:4]3[C:9](=[CH:8][CH:7]=[CH:6][CH:5]=3)[NH:1][CH:2]=1)=[C:38]1[C:33]([CH2:34][CH2:35][CH2:36][CH2:37]1)=[N:32]2. The catalyst class is: 1. (5) Reactant: B(Br)(Br)Br.[CH2:5]([C:9]1[CH:10]=[C:11]([C:17]2[CH:22]=[CH:21][C:20]([C:23]3[CH:28]=[CH:27][C:26]([CH2:29][CH2:30][C:31]#[N:32])=[CH:25][C:24]=3[CH2:33][CH:34]([CH3:36])[CH3:35])=[CH:19][C:18]=2[CH2:37][C:38]2[C:47]3[C:42](=[CH:43][CH:44]=[CH:45][CH:46]=3)[CH:41]=[CH:40][CH:39]=2)[CH:12]=[CH:13][C:14]=1[O:15]C)[CH:6]([CH3:8])[CH3:7].O. Product: [OH:15][C:14]1[CH:13]=[CH:12][C:11]([C:17]2[CH:22]=[CH:21][C:20]([C:23]3[CH:28]=[CH:27][C:26]([CH2:29][CH2:30][C:31]#[N:32])=[CH:25][C:24]=3[CH2:33][CH:34]([CH3:36])[CH3:35])=[CH:19][C:18]=2[CH2:37][C:38]2[C:47]3[C:42](=[CH:43][CH:44]=[CH:45][CH:46]=3)[CH:41]=[CH:40][CH:39]=2)=[CH:10][C:9]=1[CH2:5][CH:6]([CH3:8])[CH3:7]. The catalyst class is: 2. (6) Reactant: [CH2:1]([CH:4]([CH2:25][CH2:26][CH3:27])[C:5]([O:7][CH2:8][CH2:9][C:10](=[O:24])[O:11][CH:12]1[CH2:17][O:16]C(C2C=CC=CC=2)[O:14][CH2:13]1)=[O:6])[CH2:2][CH3:3]. Product: [CH2:25]([CH:4]([CH2:1][CH2:2][CH3:3])[C:5]([O:7][CH2:8][CH2:9][C:10]([O:11][CH:12]([CH2:13][OH:14])[CH2:17][OH:16])=[O:24])=[O:6])[CH2:26][CH3:27]. The catalyst class is: 29.